Dataset: Reaction yield outcomes from USPTO patents with 853,638 reactions. Task: Predict the reaction yield, written as a fraction of the theoretical maximum amount of product (1.0 means a 100% yield; for example, 0.34 means a 34% yield). (1) The reactants are [O:1]1[C:5]2[CH:6]=[CH:7][C:8]([C:10]([OH:12])=[O:11])=[CH:9][C:4]=2[O:3][CH2:2]1.[C:13]1(C)C=CC(S(O)(=O)=O)=CC=1. The catalyst is CO. The product is [O:1]1[C:5]2[CH:6]=[CH:7][C:8]([C:10]([O:12][CH3:13])=[O:11])=[CH:9][C:4]=2[O:3][CH2:2]1. The yield is 0.790. (2) The reactants are [Li+].[OH-].C([O:5][C:6](=[O:19])[C:7]1[CH:12]=[CH:11][C:10]([C:13]2[CH:18]=[CH:17][CH:16]=[CH:15][CH:14]=2)=[N:9][CH:8]=1)C. The catalyst is C1COCC1.CO.O. The product is [C:13]1([C:10]2[CH:11]=[CH:12][C:7]([C:6]([OH:19])=[O:5])=[CH:8][N:9]=2)[CH:14]=[CH:15][CH:16]=[CH:17][CH:18]=1. The yield is 0.819.